From a dataset of Reaction yield outcomes from USPTO patents with 853,638 reactions. Predict the reaction yield, written as a fraction of the theoretical maximum amount of product (1.0 means a 100% yield; for example, 0.34 means a 34% yield). (1) The reactants are [O:1]=[C:2]1[CH:7]=[CH:6][C:5]([C:8]([O:10][CH3:11])=[O:9])=[CH:4][NH:3]1.[H-].[Na+].[CH2:14](I)[CH3:15].O. The catalyst is CN(C=O)C. The product is [CH2:14]([N:3]1[CH:4]=[C:5]([C:8]([O:10][CH3:11])=[O:9])[CH:6]=[CH:7][C:2]1=[O:1])[CH3:15]. The yield is 0.790. (2) The reactants are [OH-].[Na+].BrBr.Br[O-].[CH3:7][O:8][C:9]12[CH2:17][CH:13]3[CH2:14][CH:15]([CH2:16]1)[C:11]([C:18](=[O:20])C)([CH2:12]3)[CH2:10]2.CC(O)=[O:23]. The catalyst is O1CCOCC1.O. The product is [CH3:7][O:8][C:9]12[CH2:17][CH:13]3[CH2:14][CH:15]([CH2:16]1)[C:11]([C:18]([OH:20])=[O:23])([CH2:12]3)[CH2:10]2. The yield is 0.720. (3) The reactants are [C:1]([C:3]1[CH:11]=[CH:10][CH:9]=[C:8]2[C:4]=1[CH2:5][CH2:6][C@@H:7]2[NH:12][C:13](=[O:19])[O:14][C:15]([CH3:18])([CH3:17])[CH3:16])#[N:2].[H-].[Na+].Cl[CH2:23][C:24]([N:26]([CH3:28])[CH3:27])=[O:25]. The catalyst is CN(C=O)C. The product is [C:1]([C:3]1[CH:11]=[CH:10][CH:9]=[C:8]2[C:4]=1[CH2:5][CH2:6][C@@H:7]2[N:12]([CH2:23][C:24]([N:26]([CH3:28])[CH3:27])=[O:25])[C:13](=[O:19])[O:14][C:15]([CH3:16])([CH3:18])[CH3:17])#[N:2]. The yield is 0.960. (4) The reactants are Br[C:2]1[CH:3]=[C:4]2[C:8](=[CH:9][C:10]=1[F:11])[N:7]([C:12]1[CH:17]=[CH:16][C:15]([Cl:18])=[CH:14][CH:13]=1)[CH:6]=[CH:5]2.[Li]CCCC.C([O:27]B(OC(C)C)OC(C)C)(C)C.OO. The catalyst is C1COCC1.CCCCCC.CCOCC.[Na+].[Cl-].[O-]S([O-])(=S)=O.[Na+].[Na+].CC(O)=O.O. The product is [Cl:18][C:15]1[CH:16]=[CH:17][C:12]([N:7]2[C:8]3[C:4](=[CH:3][C:2]([OH:27])=[C:10]([F:11])[CH:9]=3)[CH:5]=[CH:6]2)=[CH:13][CH:14]=1. The yield is 0.700. (5) The product is [Cl:16][C:2]1[C:7]([N+:8]([O-:10])=[O:9])=[CH:6][CH:5]=[CH:4][C:3]=1[OH:11]. The reactants are N[C:2]1[C:7]([N+:8]([O-:10])=[O:9])=[CH:6][CH:5]=[CH:4][C:3]=1[OH:11].N([O-])=O.[Na+].[ClH:16]. The catalyst is O1CCOCC1.O. The yield is 0.480. (6) The reactants are [CH:1]1[C:13]2[CH:12]([CH2:14][O:15][C:16]([NH:18][C@@H:19]([CH2:27][C:28]3[CH:29]=[N:30][C:31]([Br:34])=[CH:32][CH:33]=3)[C:20]([O:22]C(C)(C)C)=[O:21])=[O:17])[C:11]3[C:6](=[CH:7][CH:8]=[CH:9][CH:10]=3)[C:5]=2[CH:4]=[CH:3][CH:2]=1.[Cl-:35].[Ca+2].[Cl-]. The catalyst is C(O)(C(F)(F)F)=O. The product is [ClH:35].[CH:10]1[C:11]2[CH:12]([CH2:14][O:15][C:16]([NH:18][CH:19]([CH2:27][C:28]3[CH:29]=[N:30][C:31]([Br:34])=[CH:32][CH:33]=3)[C:20]([OH:22])=[O:21])=[O:17])[C:13]3[C:5](=[CH:4][CH:3]=[CH:2][CH:1]=3)[C:6]=2[CH:7]=[CH:8][CH:9]=1. The yield is 0.860. (7) The reactants are I[CH2:2][CH:3]1[CH2:7][C:6]2[CH:8]=[C:9]([C:12]([F:15])([F:14])[F:13])[CH:10]=[CH:11][C:5]=2[O:4]1.C(=O)([O-])[O-].[K+].[K+].[NH:22]1[CH2:27][CH2:26][NH:25][CH2:24][CH2:23]1. The catalyst is CC#N. The product is [F:13][C:12]([F:15])([F:14])[C:9]1[CH:10]=[CH:11][C:5]2[O:4][CH:3]([CH2:2][N:22]3[CH2:27][CH2:26][NH:25][CH2:24][CH2:23]3)[CH2:7][C:6]=2[CH:8]=1. The yield is 0.510. (8) The reactants are [CH:1]1([CH:7]2[CH2:12][CH2:11][CH2:10][NH:9][CH2:8]2)[CH2:6][CH2:5][CH2:4][CH2:3][CH2:2]1.C1(C2CCCNC2)C=CC=CC=1.[CH:25]([C:27]1[CH:42]=[CH:41][C:30]([O:31][C:32]2[CH:40]=[CH:39][C:35]([C:36]([NH2:38])=[O:37])=[CH:34][N:33]=2)=[CH:29][CH:28]=1)=O.C(O[BH-](OC(=O)C)OC(=O)C)(=O)C.[Na+].C(O)(=O)C.[Cl:61]CCCl. No catalyst specified. The product is [ClH:61].[CH:1]1([CH:7]2[CH2:12][CH2:11][CH2:10][N:9]([CH2:25][C:27]3[CH:42]=[CH:41][C:30]([O:31][C:32]4[CH:40]=[CH:39][C:35]([C:36]([NH2:38])=[O:37])=[CH:34][N:33]=4)=[CH:29][CH:28]=3)[CH2:8]2)[CH2:2][CH2:3][CH2:4][CH2:5][CH2:6]1. The yield is 0.370.